From a dataset of Full USPTO retrosynthesis dataset with 1.9M reactions from patents (1976-2016). Predict the reactants needed to synthesize the given product. (1) Given the product [NH2:15][C:16]1[CH:21]=[CH:20][CH:19]=[CH:18][C:17]=1[S:22][C:6]1[C:5]2[C:9](=[CH:10][CH:11]=[CH:3][CH:4]=2)[NH:8][C:7]=1[C:12]([NH2:14])=[O:13], predict the reactants needed to synthesize it. The reactants are: CO[C:3]1[CH:4]=[C:5]2[C:9](=[CH:10][CH:11]=1)[NH:8][C:7]([C:12]([NH2:14])=[O:13])=[CH:6]2.[NH2:15][C:16]1[CH:21]=[CH:20][CH:19]=[CH:18][C:17]=1[S:22][S:22][C:17]1[CH:18]=[CH:19][CH:20]=[CH:21][C:16]=1[NH2:15]. (2) The reactants are: [F:1][C:2]1[C:3]([N:8]2[CH:12]=[C:11]([CH:13]=O)[C:10]([C:15]([O:17][CH2:18][CH3:19])=[O:16])=[N:9]2)=[N:4][CH:5]=[CH:6][CH:7]=1.[Cl:20][C:21]1[S:25][C:24]2[C:26]3([O:32][CH2:33][C:34]([F:36])([F:35])[C:23]=2[CH:22]=1)[CH2:31][CH2:30][NH:29][CH2:28][CH2:27]3.C(O[BH-](OC(=O)C)OC(=O)C)(=O)C.[Na+].C(=O)(O)[O-].[Na+]. Given the product [Cl:20][C:21]1[S:25][C:24]2[C:26]3([O:32][CH2:33][C:34]([F:35])([F:36])[C:23]=2[CH:22]=1)[CH2:27][CH2:28][N:29]([CH2:13][C:11]1[C:10]([C:15]([O:17][CH2:18][CH3:19])=[O:16])=[N:9][N:8]([C:3]2[C:2]([F:1])=[CH:7][CH:6]=[CH:5][N:4]=2)[CH:12]=1)[CH2:30][CH2:31]3, predict the reactants needed to synthesize it. (3) Given the product [Cl:15][C:4]1[C:3]([CH3:16])=[C:2]([NH:1][C:17]([NH:30][C:28]2[S:29][C:25]([CH2:24][CH:21]3[CH2:23][CH2:22]3)=[N:26][N:27]=2)=[O:18])[S:6][C:5]=1[C:7]([N:9]1[CH2:14][CH2:13][O:12][CH2:11][CH2:10]1)=[O:8], predict the reactants needed to synthesize it. The reactants are: [NH2:1][C:2]1[S:6][C:5]([C:7]([N:9]2[CH2:14][CH2:13][O:12][CH2:11][CH2:10]2)=[O:8])=[C:4]([Cl:15])[C:3]=1[CH3:16].[C:17](Cl)(Cl)=[O:18].[CH:21]1([CH2:24][C:25]2[S:29][C:28]([NH2:30])=[N:27][N:26]=2)[CH2:23][CH2:22]1. (4) The reactants are: C([O:8][CH2:9][CH2:10][O:11][CH2:12][C:13]1[CH:18]=[CH:17][C:16]([C:19](=[CH2:30])[C:20]([O:22]CC2C=CC=CC=2)=[O:21])=[CH:15][C:14]=1[F:31])C1C=CC=CC=1. Given the product [F:31][C:14]1[CH:15]=[C:16]([CH:19]([CH3:30])[C:20]([OH:22])=[O:21])[CH:17]=[CH:18][C:13]=1[CH2:12][O:11][CH2:10][CH2:9][OH:8], predict the reactants needed to synthesize it. (5) The reactants are: C([Li])CCC.[CH2:6]([O:13][C:14]1[CH:30]=[CH:29][C:17]([CH2:18][C:19]2[CH:28]=[C:27]3[C:21](=[CH:22][CH:23]=[CH:24][CH:25]=[CH:26]3)[CH:20]=2)=[CH:16][C:15]=1Br)[C:7]1[CH:12]=[CH:11][CH:10]=[CH:9][CH:8]=1.[CH2:32]([O:39][C@@H:40]1[C@@H:46]([O:47][CH2:48][C:49]2[CH:54]=[CH:53][CH:52]=[CH:51][CH:50]=2)[C@H:45]([O:55][CH2:56][C:57]2[CH:62]=[CH:61][CH:60]=[CH:59][CH:58]=2)[C@@H:44]([CH2:63][O:64][CH2:65][C:66]2[CH:71]=[CH:70][CH:69]=[CH:68][CH:67]=2)[O:43][C:41]1=[O:42])[C:33]1[CH:38]=[CH:37][CH:36]=[CH:35][CH:34]=1.[Cl-].[NH4+]. Given the product [CH:20]1[C:21]2[C:27]([CH:26]=[CH:25][CH:24]=[CH:23][CH:22]=2)=[CH:28][C:19]=1[CH2:18][C:17]1[CH:29]=[CH:30][C:14]([O:13][CH2:6][C:7]2[CH:8]=[CH:9][CH:10]=[CH:11][CH:12]=2)=[C:15]([C:41]2([O:43][C@H:44]([CH2:63][O:64][CH2:65][C:66]3[CH:67]=[CH:68][CH:69]=[CH:70][CH:71]=3)[C@@H:45]([O:55][CH2:56][C:57]3[CH:58]=[CH:59][CH:60]=[CH:61][CH:62]=3)[C@H:46]([O:47][CH2:48][C:49]3[CH:54]=[CH:53][CH:52]=[CH:51][CH:50]=3)[C@H:40]2[O:39][CH2:32][C:33]2[CH:38]=[CH:37][CH:36]=[CH:35][CH:34]=2)[OH:42])[CH:16]=1, predict the reactants needed to synthesize it. (6) Given the product [O:1]1[CH:5]=[CH:4][CH:3]=[C:2]1[C:6]1[N:14]=[C:13]([S:15]([CH3:16])=[O:34])[N:12]=[C:11]2[C:7]=1[N:8]=[CH:9][N:10]2[CH2:17][C:18]1[CH:19]=[CH:20][C:21]([O:24][CH3:25])=[CH:22][CH:23]=1, predict the reactants needed to synthesize it. The reactants are: [O:1]1[CH:5]=[CH:4][CH:3]=[C:2]1[C:6]1[N:14]=[C:13]([S:15][CH3:16])[N:12]=[C:11]2[C:7]=1[N:8]=[CH:9][N:10]2[CH2:17][C:18]1[CH:23]=[CH:22][C:21]([O:24][CH3:25])=[CH:20][CH:19]=1.C1C=C(Cl)C=C(C(OO)=[O:34])C=1.